From a dataset of Catalyst prediction with 721,799 reactions and 888 catalyst types from USPTO. Predict which catalyst facilitates the given reaction. Reactant: [NH2:1][C@@H:2]1[C:10]2[C:5](=[CH:6][CH:7]=[CH:8][CH:9]=2)[CH2:4][C@H:3]1[OH:11].[C:12]1(=O)[O:17][C:15](=[O:16])[C:14]2=[CH:18][CH:19]=[CH:20][CH:21]=[C:13]12.C(N(CC)C(C)C)(C)C. Product: [OH:11][C@@H:3]1[CH2:4][C:5]2[C:10](=[CH:9][CH:8]=[CH:7][CH:6]=2)[C@H:2]1[N:1]1[C:15](=[O:16])[C:14]2[C:13](=[CH:21][CH:20]=[CH:19][CH:18]=2)[C:12]1=[O:17]. The catalyst class is: 11.